From a dataset of Catalyst prediction with 721,799 reactions and 888 catalyst types from USPTO. Predict which catalyst facilitates the given reaction. (1) Reactant: I[CH:2]1[C:7](=[O:8])[N:6]([CH3:9])[C@H:5]([C:10]2[CH:15]=[C:14]([F:16])[CH:13]=[CH:12][C:11]=2[F:17])[C@@H:4]([NH:18][C:19](=[O:25])[O:20][C:21]([CH3:24])([CH3:23])[CH3:22])[CH2:3]1.[F:26][C:27]([F:38])([F:37])[C:28]([NH:30][C:31]1[CH:36]=[N:35][CH:34]=[CH:33][N:32]=1)=O.C([N:42](CC)C(C)C)(C)C. Product: [F:17][C:11]1[CH:12]=[CH:13][C:14]([F:16])=[CH:15][C:10]=1[C@@H:5]1[C@@H:4]([NH:18][C:19](=[O:25])[O:20][C:21]([CH3:24])([CH3:23])[CH3:22])[CH2:3][C@@H:2]([N:35]2[CH2:34][CH2:33][N:32]3[N:42]=[C:28]([C:27]([F:38])([F:37])[F:26])[N:30]=[C:31]3[CH2:36]2)[C:7](=[O:8])[N:6]1[CH3:9]. The catalyst class is: 3. (2) Reactant: [CH3:1][C@H:2]1[CH2:11][C@@H:10]([NH:12][C:13]2[CH:18]=[CH:17][CH:16]=[CH:15][CH:14]=2)[C:9]2[C:4](=[CH:5][CH:6]=[CH:7][CH:8]=2)[NH:3]1.C(N([CH:25]([CH3:27])C)CC)(C)C.[O:28]1[CH:32]=[CH:31][CH:30]=[C:29]1[C:33](Cl)=[O:34].[OH2:36]. Product: [O:28]1[CH:32]=[CH:31][CH:30]=[C:29]1[C:33]([N:3]1[C:4]2[C:9](=[CH:8][CH:7]=[CH:6][CH:5]=2)[C@H:10]([N:12]([C:13]2[CH:18]=[CH:17][CH:16]=[CH:15][CH:14]=2)[C:25](=[O:36])[CH3:27])[CH2:11][C@@H:2]1[CH3:1])=[O:34]. The catalyst class is: 4. (3) Reactant: [N:1]1([CH2:6][CH2:7][O:8][C:9]2[CH:14]=[CH:13][C:12]([NH:15][CH2:16][C:17]3[CH:22]=[CH:21][C:20]([O:23][CH:24]4[CH2:29][CH2:28][CH2:27][CH2:26][O:25]4)=[CH:19][CH:18]=3)=[CH:11][CH:10]=2)[CH2:5][CH2:4][CH2:3][CH2:2]1.C(N(CC)CC)C.[C:37](Cl)(=[O:46])[CH2:38][CH2:39][C:40]1[CH:45]=[CH:44][CH:43]=[CH:42][CH:41]=1.C(=O)(O)[O-].[Na+]. Product: [C:40]1([CH2:39][CH2:38][C:37]([N:15]([C:12]2[CH:11]=[CH:10][C:9]([O:8][CH2:7][CH2:6][N:1]3[CH2:2][CH2:3][CH2:4][CH2:5]3)=[CH:14][CH:13]=2)[CH2:16][C:17]2[CH:22]=[CH:21][C:20]([O:23][CH:24]3[CH2:29][CH2:28][CH2:27][CH2:26][O:25]3)=[CH:19][CH:18]=2)=[O:46])[CH:45]=[CH:44][CH:43]=[CH:42][CH:41]=1. The catalyst class is: 2. (4) Reactant: [BH4-].[Na+].[Cl:3][C:4]1[CH:5]=[C:6]([CH:12]=[C:13]([C:15]([F:18])([F:17])[F:16])[N:14]=1)[C:7](OCC)=[O:8]. Product: [Cl:3][C:4]1[CH:5]=[C:6]([CH2:7][OH:8])[CH:12]=[C:13]([C:15]([F:16])([F:17])[F:18])[N:14]=1. The catalyst class is: 8. (5) Reactant: Cl.[F:2][C:3]([F:17])([F:16])[C:4]1[CH:9]=[CH:8][CH:7]=[CH:6][C:5]=1[CH:10]1[CH2:15][CH2:14][NH:13][CH2:12][CH2:11]1.[C:18]([O:22][C:23]([N:25]1[CH2:30][CH2:29][C:28]2[C:31]([C:34](O)=[O:35])=[N:32][NH:33][C:27]=2[CH2:26]1)=[O:24])([CH3:21])([CH3:20])[CH3:19].CCN(C(C)C)C(C)C.CCN=C=NCCCN(C)C.C1C=CC2N(O)N=NC=2C=1. Product: [F:17][C:3]([F:2])([F:16])[C:4]1[CH:9]=[CH:8][CH:7]=[CH:6][C:5]=1[CH:10]1[CH2:11][CH2:12][N:13]([C:34]([C:31]2[C:28]3[CH2:29][CH2:30][N:25]([C:23]([O:22][C:18]([CH3:21])([CH3:20])[CH3:19])=[O:24])[CH2:26][C:27]=3[NH:33][N:32]=2)=[O:35])[CH2:14][CH2:15]1. The catalyst class is: 18. (6) Reactant: [F:1][C:2]1[CH:3]=[N:4][C:5]2[C:10]([CH:11]=1)=[N:9][CH:8]=[CH:7][CH:6]=2.ClC1C=CC=C(C(OO)=[O:20])C=1.S([O-])([O-])(=O)=S.[Na+].[Na+]. Product: [F:1][C:2]1[CH:11]=[C:10]2[C:5]([CH:6]=[CH:7][CH:8]=[N+:9]2[O-:20])=[N:4][CH:3]=1. The catalyst class is: 22. (7) Reactant: [C:1](#[N:5])[CH2:2][C:3]#[N:4].[C:6](Cl)(=[O:13])[C:7]1[CH:12]=[CH:11][CH:10]=[CH:9][CH:8]=1.[OH-].[Na+]. Product: [C:6]([CH:2]([C:1]#[N:5])[C:3]#[N:4])(=[O:13])[C:7]1[CH:12]=[CH:11][CH:10]=[CH:9][CH:8]=1. The catalyst class is: 2. (8) Reactant: C[O:2][C:3](=[O:33])[CH2:4][C:5]1[CH:10]=[C:9]([S:11]([C:14]2[S:15][C:16]([CH3:29])=[C:17]([C:19]3[CH:24]=[CH:23][C:22]([C:25]([F:28])([F:27])[F:26])=[CH:21][CH:20]=3)[CH:18]=2)(=[O:13])=[O:12])[CH:8]=[C:7]([O:30][CH2:31][CH3:32])[CH:6]=1.Cl. Product: [CH2:31]([O:30][C:7]1[CH:6]=[C:5]([CH2:4][C:3]([OH:33])=[O:2])[CH:10]=[C:9]([S:11]([C:14]2[S:15][C:16]([CH3:29])=[C:17]([C:19]3[CH:20]=[CH:21][C:22]([C:25]([F:26])([F:27])[F:28])=[CH:23][CH:24]=3)[CH:18]=2)(=[O:13])=[O:12])[CH:8]=1)[CH3:32]. The catalyst class is: 7. (9) Reactant: [F:1][C:2]1[CH:7]=[C:6]([I:8])[CH:5]=[CH:4][C:3]=1[NH:9][C:10]1[N:15]([CH3:16])[C:14](=[O:17])[C:13]2[N:18]=[CH:19][S:20][C:12]=2[C:11]=1[C:21]([NH:23][O:24][CH2:25][CH2:26][O:27]C=C)=[O:22].Cl. Product: [F:1][C:2]1[CH:7]=[C:6]([I:8])[CH:5]=[CH:4][C:3]=1[NH:9][C:10]1[N:15]([CH3:16])[C:14](=[O:17])[C:13]2[N:18]=[CH:19][S:20][C:12]=2[C:11]=1[C:21]([NH:23][O:24][CH2:25][CH2:26][OH:27])=[O:22]. The catalyst class is: 5.